Task: Predict the product of the given reaction.. Dataset: Forward reaction prediction with 1.9M reactions from USPTO patents (1976-2016) Given the reactants [NH2:1][C:2]1[CH:7]=[CH:6][C:5]([C:8]2[CH:9]=[C:10]3[C:14](=[CH:15][CH:16]=2)[C:13](=[O:17])[N:12]([C@@H:18]([CH:23]([CH3:25])[CH3:24])[C:19]([O:21][CH3:22])=[O:20])[CH2:11]3)=[CH:4][CH:3]=1.[F:26][C:27]([F:38])([F:37])[C:28]1[CH:36]=[CH:35][C:31]([C:32](Br)=[O:33])=[CH:30][CH:29]=1, predict the reaction product. The product is: [CH3:24][CH:23]([CH3:25])[C@H:18]([N:12]1[CH2:11][C:10]2[C:14](=[CH:15][CH:16]=[C:8]([C:5]3[CH:6]=[CH:7][C:2]([NH:1][C:32](=[O:33])[C:31]4[CH:35]=[CH:36][C:28]([C:27]([F:26])([F:37])[F:38])=[CH:29][CH:30]=4)=[CH:3][CH:4]=3)[CH:9]=2)[C:13]1=[O:17])[C:19]([O:21][CH3:22])=[O:20].